Dataset: Forward reaction prediction with 1.9M reactions from USPTO patents (1976-2016). Task: Predict the product of the given reaction. (1) Given the reactants [O:1]1[C:5]2[CH:6]=[CH:7][C:8]([CH2:10][C:11]3[NH:12][C:13]4[C:18]([N:19]=3)=[C:17]([NH2:20])[N:16]=[C:15]([F:21])[N:14]=4)=[CH:9][C:4]=2[O:3][CH2:2]1.[I:22]N1C(=O)CCC1=O, predict the reaction product. The product is: [F:21][C:15]1[N:14]=[C:13]2[C:18]([N:19]=[C:11]([CH2:10][C:8]3[C:7]([I:22])=[CH:6][C:5]4[O:1][CH2:2][O:3][C:4]=4[CH:9]=3)[NH:12]2)=[C:17]([NH2:20])[N:16]=1. (2) Given the reactants [Si:1]([O:8][CH2:9][C:10]1[N:11]=[CH:12][S:13][C:14]=1[CH3:15])([C:4]([CH3:7])([CH3:6])[CH3:5])([CH3:3])[CH3:2].[Li]CCCC.CCCCCC.CN([CH:30]=[O:31])C, predict the reaction product. The product is: [Si:1]([O:8][CH2:9][C:10]1[N:11]=[C:12]([CH:30]=[O:31])[S:13][C:14]=1[CH3:15])([C:4]([CH3:7])([CH3:6])[CH3:5])([CH3:2])[CH3:3].